From a dataset of Catalyst prediction with 721,799 reactions and 888 catalyst types from USPTO. Predict which catalyst facilitates the given reaction. (1) Reactant: Br[C:2]1[CH:3]=[C:4]([C:9]2[N:10]=[N:11][N:12]([CH:14]([CH3:16])[CH3:15])[CH:13]=2)[C:5]([NH2:8])=[N:6][CH:7]=1.[CH3:17][N:18]1[C:26]2[C:21](=[CH:22][C:23](B(O)O)=[CH:24][CH:25]=2)[CH:20]=[CH:19]1.O.C([O-])([O-])=O.[K+].[K+]. Product: [CH:14]([N:12]1[CH:13]=[C:9]([C:4]2[C:5]([NH2:8])=[N:6][CH:7]=[C:2]([C:23]3[CH:22]=[C:21]4[C:26](=[CH:25][CH:24]=3)[N:18]([CH3:17])[CH:19]=[CH:20]4)[CH:3]=2)[N:10]=[N:11]1)([CH3:16])[CH3:15]. The catalyst class is: 752. (2) Reactant: Cl[C:2]1[N:7]=[C:6]([C:8]2[CH:9]=[N:10][N:11]([CH2:13][O:14][CH2:15][CH2:16][Si:17]([CH3:20])([CH3:19])[CH3:18])[CH:12]=2)[N:5]=[C:4]([NH2:21])[CH:3]=1.[CH3:22][N:23]1[CH:27]=[C:26](B2OC(C)(C)C(C)(C)O2)[CH:25]=[N:24]1.[O-]P([O-])([O-])=O.[K+].[K+].[K+]. Product: [CH3:22][N:23]1[CH:27]=[C:26]([C:2]2[N:7]=[C:6]([C:8]3[CH:9]=[N:10][N:11]([CH2:13][O:14][CH2:15][CH2:16][Si:17]([CH3:20])([CH3:19])[CH3:18])[CH:12]=3)[N:5]=[C:4]([NH2:21])[CH:3]=2)[CH:25]=[N:24]1. The catalyst class is: 70.